From a dataset of Full USPTO retrosynthesis dataset with 1.9M reactions from patents (1976-2016). Predict the reactants needed to synthesize the given product. (1) Given the product [N:1]([C:4]([CH3:10])([CH3:9])[CH2:5][C:6]([N:15]([CH2:16][CH2:17][CH2:18][CH3:19])[CH2:11][CH2:12][CH2:13][CH3:14])=[O:7])=[N+:2]=[N-:3], predict the reactants needed to synthesize it. The reactants are: [N:1]([C:4]([CH3:10])([CH3:9])[CH2:5][C:6](Cl)=[O:7])=[N+:2]=[N-:3].[CH2:11]([NH:15][CH2:16][CH2:17][CH2:18][CH3:19])[CH2:12][CH2:13][CH3:14].O. (2) Given the product [NH2:1][C:4]1[C:5]([CH2:14][CH3:15])=[C:6]([CH:11]=[CH:12][CH:13]=1)[C:7]([O:9][CH3:10])=[O:8], predict the reactants needed to synthesize it. The reactants are: [N+:1]([C:4]1[C:5]([CH:14]=[CH2:15])=[C:6]([CH:11]=[CH:12][CH:13]=1)[C:7]([O:9][CH3:10])=[O:8])([O-])=O.